From a dataset of Full USPTO retrosynthesis dataset with 1.9M reactions from patents (1976-2016). Predict the reactants needed to synthesize the given product. (1) Given the product [C:55]1([C:59]2[CH:64]=[CH:63][CH:62]=[CH:61][CH:60]=2)[CH:56]=[CH:57][CH:58]=[C:53]([N:43]2[C:44]3[N:51]=[CH:50][C:49]([F:52])=[CH:48][C:45]=3[C:46](=[O:47])[N:41]([C@@H:38]3[CH2:39][CH2:40][C@H:35]([NH:34][C:70]([C:7]4[N:18]=[C:19]5[CH:20]=[CH:21][C:22]([F:27])=[CH:23][N:24]5[CH:9]=4)=[O:71])[CH2:36][CH2:37]3)[C:42]2=[O:65])[CH:54]=1, predict the reactants needed to synthesize it. The reactants are: CCN([CH:7]([CH3:9])C)C(C)C.CN(C(O[N:18]1N=N[C:20]2[CH:21]=[CH:22][CH:23]=[N:24][C:19]1=2)=[N+](C)C)C.[F:27][P-](F)(F)(F)(F)F.[NH2:34][C@@H:35]1[CH2:40][CH2:39][C@H:38]([N:41]2[C:46](=[O:47])[C:45]3[CH:48]=[C:49]([F:52])[CH:50]=[N:51][C:44]=3[N:43]([C:53]3[CH:54]=[C:55]([C:59]4[CH:64]=[CH:63][CH:62]=[CH:61][CH:60]=4)[CH:56]=[CH:57][CH:58]=3)[C:42]2=[O:65])[CH2:37][CH2:36]1.O.CN([CH:70]=[O:71])C. (2) Given the product [CH2:14]([N:13]([CH2:16][CH3:17])[CH2:12][CH2:11][N:8]1[C:6]2=[N:7][C:2]([C:41]3[CH:40]=[N:39][CH:44]=[CH:43][CH:42]=3)=[N:3][C:4]([NH:18][C:19]3[CH:20]=[C:21]([CH:35]=[CH:36][C:37]=3[CH3:38])[C:22]([NH:24][C:25]3[CH:30]=[CH:29][CH:28]=[C:27]([C:31]([F:33])([F:32])[F:34])[CH:26]=3)=[O:23])=[C:5]2[CH:10]=[N:9]1)[CH3:15], predict the reactants needed to synthesize it. The reactants are: Cl[C:2]1[N:7]=[C:6]2[N:8]([CH2:11][CH2:12][N:13]([CH2:16][CH3:17])[CH2:14][CH3:15])[N:9]=[CH:10][C:5]2=[C:4]([NH:18][C:19]2[CH:20]=[C:21]([CH:35]=[CH:36][C:37]=2[CH3:38])[C:22]([NH:24][C:25]2[CH:30]=[CH:29][CH:28]=[C:27]([C:31]([F:34])([F:33])[F:32])[CH:26]=2)=[O:23])[N:3]=1.[N:39]1[CH:44]=[CH:43][CH:42]=[CH:41][C:40]=1B(O)O.C(=O)([O-])[O-].[Na+].[Na+]. (3) Given the product [C:1]1([CH2:7][CH2:8][CH2:9][CH2:10][CH2:11][CH2:12][CH2:13][CH2:14][NH:15][C:16]([C:17]2[CH:22]=[C:21]([C:23]3[CH:28]=[CH:27][CH:26]=[C:25]([C:29]([F:32])([F:31])[F:30])[CH:24]=3)[C:20]([OH:33])=[C:19]([Br:46])[CH:18]=2)=[O:44])[CH:6]=[CH:5][CH:4]=[CH:3][CH:2]=1, predict the reactants needed to synthesize it. The reactants are: [C:1]1([CH2:7][CH2:8][CH2:9][CH2:10][CH2:11][CH2:12][CH2:13][CH2:14][NH:15][C:16](=[O:44])[C:17]2[CH:22]=[C:21]([C:23]3[CH:28]=[CH:27][CH:26]=[C:25]([C:29]([F:32])([F:31])[F:30])[CH:24]=3)[C:20]([OH:33])=[C:19](C3C=CC=C(C(F)(F)F)C=3)[CH:18]=2)[CH:6]=[CH:5][CH:4]=[CH:3][CH:2]=1.[K+].[Br-:46].